Predict the reactants needed to synthesize the given product. From a dataset of Full USPTO retrosynthesis dataset with 1.9M reactions from patents (1976-2016). (1) The reactants are: [C:1]([O:5][C:6](=[O:19])[NH:7][C:8]1[CH:13]=[C:12]([CH3:14])[C:11]([CH2:15][NH2:16])=[C:10]([O:17][CH3:18])[N:9]=1)([CH3:4])([CH3:3])[CH3:2].[Br:20][C:21]1[CH:22]=[C:23]([C:34](O)=[O:35])[C:24]2[C:25]([CH3:33])=[CH:26][N:27]([CH:30]([CH3:32])[CH3:31])[C:28]=2[CH:29]=1.C1C=NC2N(O)N=NC=2C=1.C(Cl)CCl. Given the product [C:1]([O:5][C:6](=[O:19])[NH:7][C:8]1[CH:13]=[C:12]([CH3:14])[C:11]([CH2:15][NH:16][C:34]([C:23]2[C:24]3[C:25]([CH3:33])=[CH:26][N:27]([CH:30]([CH3:31])[CH3:32])[C:28]=3[CH:29]=[C:21]([Br:20])[CH:22]=2)=[O:35])=[C:10]([O:17][CH3:18])[N:9]=1)([CH3:3])([CH3:4])[CH3:2], predict the reactants needed to synthesize it. (2) The reactants are: [Cl:1][C:2]1[CH:7]=[CH:6][CH:5]=[CH:4][C:3]=1[C:8]1[CH:17]=[C:16]([C:18]([NH:21][C:22](=O)[CH2:23][NH:24][CH:25]([CH3:27])[CH3:26])([CH3:20])[CH3:19])[CH:15]=[C:14]2[C:9]=1[CH2:10][NH:11][C:12](=[O:37])[N:13]2[C:29]1[C:34]([Cl:35])=[CH:33][CH:32]=[CH:31][C:30]=1[Cl:36].B.C1COCC1.Cl.[OH-].[Na+]. Given the product [Cl:1][C:2]1[CH:7]=[CH:6][CH:5]=[CH:4][C:3]=1[C:8]1[CH:17]=[C:16]([C:18]([NH:21][CH2:22][CH2:23][NH:24][CH:25]([CH3:27])[CH3:26])([CH3:19])[CH3:20])[CH:15]=[C:14]2[C:9]=1[CH2:10][NH:11][C:12](=[O:37])[N:13]2[C:29]1[C:34]([Cl:35])=[CH:33][CH:32]=[CH:31][C:30]=1[Cl:36], predict the reactants needed to synthesize it. (3) Given the product [CH2:11]([NH:13][C:14]([N:3]1[N:4]=[CH:5][C:6]2([CH2:10][CH2:9][CH2:8][CH2:7]2)[CH2:2]1)=[S:15])[CH3:12], predict the reactants needed to synthesize it. The reactants are: Cl.[CH:2]1[C:6]2([CH2:10][CH2:9][CH2:8][CH2:7]2)[CH2:5][NH:4][N:3]=1.[CH2:11]([N:13]=[C:14]=[S:15])[CH3:12].C(N(C(C)C)CC)(C)C. (4) Given the product [ClH:1].[CH2:13]([NH:20][C:10]1[C:9]2[C:4](=[CH:5][CH:6]=[CH:7][CH:8]=2)[N:3]=[C:2]([N:23]2[C:22]([CH3:21])=[CH:26][C:25]([CH3:27])=[N:24]2)[N:11]=1)[C:14]1[CH:19]=[CH:18][CH:17]=[CH:16][CH:15]=1, predict the reactants needed to synthesize it. The reactants are: [Cl:1][C:2]1[N:11]=[C:10](Cl)[C:9]2[C:4](=[CH:5][CH:6]=[CH:7][CH:8]=2)[N:3]=1.[CH2:13]([NH2:20])[C:14]1[CH:19]=[CH:18][CH:17]=[CH:16][CH:15]=1.[CH3:21][C:22]1[CH:26]=[C:25]([CH3:27])[NH:24][N:23]=1. (5) Given the product [CH3:3][N:2]([CH2:4][CH:5]1[CH2:11][CH2:10][CH:9]2[CH:7]([CH2:8]2)[C:6]1([C:13]1[CH:18]=[C:17]([O:19][C:23](=[O:24])[C:22]([CH3:27])([CH3:26])[CH3:21])[CH:16]=[C:15]([F:20])[CH:14]=1)[OH:12])[CH3:1], predict the reactants needed to synthesize it. The reactants are: [CH3:1][N:2]([CH2:4][CH:5]1[CH2:11][CH2:10][CH:9]2[CH:7]([CH2:8]2)[C:6]1([C:13]1[CH:18]=[C:17]([OH:19])[CH:16]=[C:15]([F:20])[CH:14]=1)[OH:12])[CH3:3].[CH3:21][C:22]([CH3:27])([CH3:26])[C:23](Cl)=[O:24].C(N(CC)CC)C. (6) Given the product [CH:1]1[C:3]2[CH:4]=[C:2]([C:3]3[CH:4]=[CH:3][C:2]([B:6]([OH:11])[OH:7])=[CH:1][CH:4]=3)[C:1]3[C:1](=[CH:1][CH:2]=[CH:3][CH:4]=3)[C:2]=2[CH:4]=[CH:3][CH:2]=1, predict the reactants needed to synthesize it. The reactants are: [CH2:1]([Li])[CH2:2][CH2:3][CH3:4].[B:6]([O:11]C)(OC)[O:7]C.Cl. (7) Given the product [F:18][C:19]1[CH:20]=[C:21]([CH:25]=[C:26]([C:28]2[N:32]=[C:31]([C:33]([F:35])([F:34])[F:36])[O:30][N:29]=2)[CH:27]=1)[C:22]([NH:15][CH2:14][C:13]([C:10]1[S:11][CH:12]=[C:8]([C:5]2[CH:4]=[CH:3][C:2]([F:1])=[CH:7][CH:6]=2)[N:9]=1)([CH3:17])[CH3:16])=[O:23], predict the reactants needed to synthesize it. The reactants are: [F:1][C:2]1[CH:7]=[CH:6][C:5]([C:8]2[N:9]=[C:10]([C:13]([CH3:17])([CH3:16])[CH2:14][NH2:15])[S:11][CH:12]=2)=[CH:4][CH:3]=1.[F:18][C:19]1[CH:20]=[C:21]([CH:25]=[C:26]([C:28]2[N:32]=[C:31]([C:33]([F:36])([F:35])[F:34])[O:30][N:29]=2)[CH:27]=1)[C:22](O)=[O:23]. (8) Given the product [F:15][C:10]1[C:9]([C:3]2[CH:4]=[C:5]([CH:7]=[O:8])[S:6][C:2]=2[S:30]([C:27]2[CH:28]=[N:29][C:24]([O:23][CH3:22])=[CH:25][CH:26]=2)(=[O:31])=[O:32])=[CH:14][CH:13]=[CH:12][N:11]=1, predict the reactants needed to synthesize it. The reactants are: Br[C:2]1[S:6][C:5]([CH:7]=[O:8])=[CH:4][C:3]=1[C:9]1[C:10]([F:15])=[N:11][CH:12]=[CH:13][CH:14]=1.N1C=CC=CC=1.[CH3:22][O:23][C:24]1[N:29]=[CH:28][C:27]([S:30]([O-:32])=[O:31])=[CH:26][CH:25]=1.[Na+].O. (9) The reactants are: [CH3:1][C:2]1([OH:8])[CH2:7][CH2:6][O:5][CH2:4][CH2:3]1.C(OC(C)C)(C)C.[C:16]([O:21][CH2:22][CH2:23][N:24]=[C:25]=[O:26])(=[O:20])[C:17]([CH3:19])=[CH2:18].CS(O)(=O)=O.C([O-])(O)=O.[Na+]. Given the product [C:16]([O:21][CH2:22][CH2:23][NH:24][C:25](=[O:26])[O:8][C:2]1([CH3:1])[CH2:7][CH2:6][O:5][CH2:4][CH2:3]1)(=[O:20])[C:17]([CH3:19])=[CH2:18], predict the reactants needed to synthesize it. (10) Given the product [N+:13]([CH2:16][C:9]1([OH:12])[CH2:10][CH2:11][C:6]2([CH2:5][CH2:4]2)[CH2:7][CH2:8]1)([O-:15])=[O:14], predict the reactants needed to synthesize it. The reactants are: C[O-].[Na+].[CH2:4]1[C:6]2([CH2:11][CH2:10][C:9](=[O:12])[CH2:8][CH2:7]2)[CH2:5]1.[N+:13]([CH3:16])([O-:15])=[O:14].